From a dataset of Blood-brain barrier permeability classification from the B3DB database. Regression/Classification. Given a drug SMILES string, predict its absorption, distribution, metabolism, or excretion properties. Task type varies by dataset: regression for continuous measurements (e.g., permeability, clearance, half-life) or binary classification for categorical outcomes (e.g., BBB penetration, CYP inhibition). Dataset: b3db_classification. (1) The molecule is O=C(CCN1C(=O)CC2(CCCC2)C1=O)NC[C@@H]1C[C@H]2C=C[C@@H]1C2. The result is 1 (penetrates BBB). (2) The drug is CCCC[C@](C)(O)C/C=C/[C@@H]1[C@H](CCCCCCC(=O)OC)C(=O)C[C@H]1O. The result is 1 (penetrates BBB). (3) The molecule is CCC(CO)NCCNC(CC)CO. The result is 0 (does not penetrate BBB).